This data is from Forward reaction prediction with 1.9M reactions from USPTO patents (1976-2016). The task is: Predict the product of the given reaction. (1) Given the reactants B(Cl)([C@@H]1[C@@H](C)[C@H]2C(C)(C)[C@@H](C2)C1)[C@@H]1[C@@H](C)[C@@H]2C(C)(C)[C@@H](C2)C1.[Br:23][C:24]1[CH:33]=[CH:32][C:27]([C:28](=[O:31])[CH2:29]Br)=[CH:26][CH:25]=1.C1([C@H](N)C)C=CC=CC=1.CCCCCCC, predict the reaction product. The product is: [Br:23][C:24]1[CH:33]=[CH:32][C:27]([CH:28]([OH:31])[CH3:29])=[CH:26][CH:25]=1. (2) Given the reactants [F:1][C:2]1[CH:15]=[CH:14][CH:13]=[C:12]([F:16])[C:3]=1[C:4]([NH:6][C:7]1[CH:11]=[CH:10][NH:9][N:8]=1)=[O:5].C(=O)([O-])[O-].[K+].[K+].Br[CH2:24][C:25]1[CH:30]=[CH:29][CH:28]=[CH:27][C:26]=1[O:31][CH2:32][CH2:33][CH2:34][CH3:35], predict the reaction product. The product is: [CH2:32]([O:31][C:26]1[CH:27]=[CH:28][CH:29]=[CH:30][C:25]=1[CH2:24][N:9]1[CH:10]=[CH:11][C:7]([NH:6][C:4](=[O:5])[C:3]2[C:12]([F:16])=[CH:13][CH:14]=[CH:15][C:2]=2[F:1])=[N:8]1)[CH2:33][CH2:34][CH3:35]. (3) Given the reactants CCN(C(C)C)C(C)C.[C:10](O)(=[O:17])[C:11]1[CH:16]=[CH:15][CH:14]=[CH:13][CH:12]=1.CCN=C=NCCCN(C)C.C1C=CC2N(O)N=NC=2C=1.Cl.[O:41]=[C:42]([N:60]1[CH2:65][CH2:64][NH:63][CH2:62][CH2:61]1)[CH2:43][NH:44][C:45](=[O:59])[C:46]1[CH:51]=[CH:50][C:49]([O:52][C:53]2[CH:58]=[CH:57][CH:56]=[CH:55][CH:54]=2)=[CH:48][CH:47]=1, predict the reaction product. The product is: [C:10]([N:63]1[CH2:62][CH2:61][N:60]([C:42](=[O:41])[CH2:43][NH:44][C:45](=[O:59])[C:46]2[CH:47]=[CH:48][C:49]([O:52][C:53]3[CH:58]=[CH:57][CH:56]=[CH:55][CH:54]=3)=[CH:50][CH:51]=2)[CH2:65][CH2:64]1)(=[O:17])[C:11]1[CH:16]=[CH:15][CH:14]=[CH:13][CH:12]=1.